This data is from Retrosynthesis with 50K atom-mapped reactions and 10 reaction types from USPTO. The task is: Predict the reactants needed to synthesize the given product. (1) Given the product N#Cc1ccc(Oc2ccccc2-c2ccc(-c3cnc(N)nc3)c(F)c2)nc1, predict the reactants needed to synthesize it. The reactants are: CC1(C)OB(c2ccc(-c3cnc(N)nc3)c(F)c2)OC1(C)C.N#Cc1ccc(Oc2ccccc2Br)nc1. (2) Given the product CCc1cc2c(nc1C(=O)OC)NC(=O)CS2, predict the reactants needed to synthesize it. The reactants are: CN(C)C=O.COC(=O)c1nc2c(cc1Br)SCC(=O)N2. (3) Given the product Cc1cc(C)c(O)c(-c2ccco2)c1, predict the reactants needed to synthesize it. The reactants are: Cc1cc(C)c(O)c(Br)c1.OB(O)c1ccco1. (4) Given the product Nc1cccc2[nH]ccc12, predict the reactants needed to synthesize it. The reactants are: O=[N+]([O-])c1cccc2[nH]ccc12. (5) Given the product CC1(C)CN(CC2Cc3nccnc3C2)c2nc(-c3ccncn3)cc(=O)n2C1, predict the reactants needed to synthesize it. The reactants are: CC1(C)CNc2nc(-c3ccncn3)cc(=O)n2C1.CS(=O)(=O)OCC1Cc2nccnc2C1. (6) Given the product CC(=O)Nc1nn2c(=O)cc(-c3ccc4[nH]nnc4c3)[nH]c2c1-c1ccccn1, predict the reactants needed to synthesize it. The reactants are: CC(=O)Nc1nn2c(=O)cc(-c3ccc4c(c3)nnn4C(C)=O)[nH]c2c1-c1ccccn1.